This data is from Full USPTO retrosynthesis dataset with 1.9M reactions from patents (1976-2016). The task is: Predict the reactants needed to synthesize the given product. (1) Given the product [CH3:50][C:30]1[CH:35]=[CH:34][C:33]([S:36]([O:21][CH2:20][N:17]2[CH:18]=[N:19][C:14]([N:11]3[CH2:12][CH2:13][N:8]([C:5]4[CH:6]=[CH:7][C:2]([F:1])=[CH:3][CH:4]=4)[CH2:9][CH2:10]3)=[N:15][C:16]2=[O:22])(=[O:38])=[O:37])=[CH:32][CH:31]=1, predict the reactants needed to synthesize it. The reactants are: [F:1][C:2]1[CH:7]=[CH:6][C:5]([N:8]2[CH2:13][CH2:12][N:11]([C:14]3[N:19]=[CH:18][N:17]([CH2:20][OH:21])[C:16](=[O:22])[N:15]=3)[CH2:10][CH2:9]2)=[CH:4][CH:3]=1.C(N(CC)CC)C.[C:30]1([CH3:50])[CH:35]=[CH:34][C:33]([S:36](O[S:36]([C:33]2[CH:34]=[CH:35][C:30]([CH3:50])=[CH:31][CH:32]=2)(=[O:38])=[O:37])(=[O:38])=[O:37])=[CH:32][CH:31]=1. (2) Given the product [ClH:23].[F:22][C:2]([F:1])([F:21])[C:3]1[C:4]([N:11]2[CH2:16][CH2:15][CH:14]([C:17]([F:19])([F:20])[F:18])[CH2:13][CH2:12]2)=[CH:5][C:6]([CH2:9][NH2:10])=[N:7][CH:8]=1, predict the reactants needed to synthesize it. The reactants are: [F:1][C:2]([F:22])([F:21])[C:3]1[C:4]([N:11]2[CH2:16][CH2:15][CH:14]([C:17]([F:20])([F:19])[F:18])[CH2:13][CH2:12]2)=[CH:5][C:6]([C:9]#[N:10])=[N:7][CH:8]=1.[ClH:23].